This data is from Reaction yield outcomes from USPTO patents with 853,638 reactions. The task is: Predict the reaction yield, written as a fraction of the theoretical maximum amount of product (1.0 means a 100% yield; for example, 0.34 means a 34% yield). (1) The reactants are [NH2:1][C:2]1[N:7]=[C:6]([O:8][CH3:9])[C:5](Br)=[CH:4][N:3]=1.[B:11]1([B:11]2[O:15][C:14]([CH3:17])([CH3:16])[C:13]([CH3:19])([CH3:18])[O:12]2)[O:15][C:14]([CH3:17])([CH3:16])[C:13]([CH3:19])([CH3:18])[O:12]1.C(Cl)Cl.C([O-])(=O)C.[K+]. The catalyst is O1CCOCC1.C1(C)C=CC=CC=1.C1C=CC(P(C2C=CC=CC=2)[C-]2C=CC=C2)=CC=1.C1C=CC(P(C2C=CC=CC=2)[C-]2C=CC=C2)=CC=1.Cl[Pd]Cl.[Fe+2]. The product is [CH3:9][O:8][C:6]1[C:5]([B:11]2[O:15][C:14]([CH3:17])([CH3:16])[C:13]([CH3:19])([CH3:18])[O:12]2)=[CH:4][N:3]=[C:2]([NH2:1])[N:7]=1. The yield is 0.300. (2) The reactants are [Cl:1][C:2]1[CH:13]=[CH:12][C:5]([C:6](N(OC)C)=[O:7])=[C:4]([NH:14][C:15]2[CH:20]=[CH:19][CH:18]=[CH:17][C:16]=2[Cl:21])[CH:3]=1.[CH2:22]([Mg]Br)[CH3:23]. The catalyst is C1COCC1. The product is [Cl:1][C:2]1[CH:13]=[CH:12][C:5]([C:6](=[O:7])[CH2:22][CH3:23])=[C:4]([NH:14][C:15]2[CH:20]=[CH:19][CH:18]=[CH:17][C:16]=2[Cl:21])[CH:3]=1. The yield is 0.650. (3) The reactants are [Cl:1][C:2]1[CH:7]=[CH:6][C:5]([C:8]2[CH:13]=[CH:12][C:11](OS(C(F)(F)F)(=O)=O)=[C:10]([CH:22]=[O:23])[CH:9]=2)=[C:4]([F:24])[CH:3]=1.[CH:25]1(B(O)O)[CH2:27][CH2:26]1.P([O-])([O-])([O-])=O.[K+].[K+].[K+].[Br-].[Na+]. The catalyst is O.C(OCC)(=O)C.[Pd].C1(P(C2C=CC=CC=2)C2C=CC=CC=2)C=CC=CC=1.C1(P(C2C=CC=CC=2)C2C=CC=CC=2)C=CC=CC=1.C1(P(C2C=CC=CC=2)C2C=CC=CC=2)C=CC=CC=1.C1(P(C2C=CC=CC=2)C2C=CC=CC=2)C=CC=CC=1.C1(C)C=CC=CC=1. The product is [Cl:1][C:2]1[CH:7]=[CH:6][C:5]([C:8]2[CH:13]=[CH:12][C:11]([CH:25]3[CH2:27][CH2:26]3)=[C:10]([CH:22]=[O:23])[CH:9]=2)=[C:4]([F:24])[CH:3]=1. The yield is 0.360. (4) The reactants are [CH3:1][C:2]1[C:3]([C:7]([O:9][CH2:10][CH3:11])=[O:8])=[N:4][NH:5][CH:6]=1.[CH3:12][O:13][C:14]1[CH:19]=[CH:18][C:17](B(O)O)=[CH:16][CH:15]=1.N1C=CC=CC=1. The catalyst is CN(C)C(=O)C.C([O-])(=O)C.[Cu+2].C([O-])(=O)C. The product is [CH3:12][O:13][C:14]1[CH:19]=[CH:18][C:17]([N:5]2[CH:6]=[C:2]([CH3:1])[C:3]([C:7]([O:9][CH2:10][CH3:11])=[O:8])=[N:4]2)=[CH:16][CH:15]=1. The yield is 0.660.